Task: Predict the reactants needed to synthesize the given product.. Dataset: Retrosynthesis with 50K atom-mapped reactions and 10 reaction types from USPTO (1) Given the product CON(C)C(=O)C(CCc1ccccc1)NC(=O)OC(C)(C)C, predict the reactants needed to synthesize it. The reactants are: CC(C)(C)OC(=O)N[C@@H](CCc1ccccc1)C(=O)O.CNOC. (2) The reactants are: Cc1c(I)cc(C(C)(C)C)c(O)c1C(=O)O.SCc1ccccc1. Given the product Cc1c(SCc2ccccc2)cc(C(C)(C)C)c(O)c1C(=O)O, predict the reactants needed to synthesize it.